From a dataset of Peptide-MHC class I binding affinity with 185,985 pairs from IEDB/IMGT. Regression. Given a peptide amino acid sequence and an MHC pseudo amino acid sequence, predict their binding affinity value. This is MHC class I binding data. (1) The peptide sequence is PSENERGYY. The MHC is Mamu-A02 with pseudo-sequence Mamu-A02. The binding affinity (normalized) is 0. (2) The peptide sequence is GFYLSGHLF. The MHC is HLA-C04:01 with pseudo-sequence HLA-C04:01. The binding affinity (normalized) is 0.213. (3) The binding affinity (normalized) is 0.404. The peptide sequence is ISDPAFKVF. The MHC is HLA-B15:01 with pseudo-sequence HLA-B15:01. (4) The peptide sequence is RVYAELAAL. The MHC is HLA-E01:01 with pseudo-sequence HLA-E01:03. The binding affinity (normalized) is 0.0847.